The task is: Predict the reaction yield, written as a fraction of the theoretical maximum amount of product (1.0 means a 100% yield; for example, 0.34 means a 34% yield).. This data is from Reaction yield outcomes from USPTO patents with 853,638 reactions. (1) The reactants are [N+:1]([C:4]1[CH:12]=[C:11]2[C:7]([C:8]([CH2:13][C:14]#[N:15])=[CH:9][NH:10]2)=[CH:6][CH:5]=1)([O-:3])=[O:2].[CH3:16][C:17]([O:20][C:21](O[C:21]([O:20][C:17]([CH3:19])([CH3:18])[CH3:16])=[O:22])=[O:22])([CH3:19])[CH3:18].CCN(CC)CC. The catalyst is C1COCC1. The product is [C:17]([O:20][C:21](=[O:22])[NH:15][CH2:14][CH2:13][C:8]1[C:7]2[C:11](=[CH:12][C:4]([N+:1]([O-:3])=[O:2])=[CH:5][CH:6]=2)[NH:10][CH:9]=1)([CH3:19])([CH3:18])[CH3:16]. The yield is 0.380. (2) The reactants are O[CH2:2][CH2:3][CH2:4][CH2:5][CH2:6][CH2:7][CH2:8][CH2:9][CH2:10][CH2:11][CH2:12][C:13]([O:15][CH2:16][CH3:17])=[O:14].C1C=CC(P(C2C=CC=CC=2)C2C=CC=CC=2)=CC=1.C1C(=O)N([Br:44])C(=O)C1. The catalyst is ClCCl. The product is [Br:44][CH2:2][CH2:3][CH2:4][CH2:5][CH2:6][CH2:7][CH2:8][CH2:9][CH2:10][CH2:11][CH2:12][C:13]([O:15][CH2:16][CH3:17])=[O:14]. The yield is 0.920.